Task: Predict which catalyst facilitates the given reaction.. Dataset: Catalyst prediction with 721,799 reactions and 888 catalyst types from USPTO Reactant: [CH3:1][O:2][C:3]1[CH:4]=[C:5]([CH:8]=[CH:9][C:10]=1[O:11][CH3:12])[CH:6]=O.[CH3:13][C:14]([C:16]1[CH:17]=[CH:18][CH:19]=[C:20]([OH:22])[CH:21]=1)=[O:15].[OH-].[K+].Cl. Product: [CH3:1][O:2][C:3]1[CH:4]=[C:5]([CH:6]=[CH:13][C:14]([C:16]2[CH:17]=[CH:18][CH:19]=[C:20]([OH:22])[CH:21]=2)=[O:15])[CH:8]=[CH:9][C:10]=1[O:11][CH3:12]. The catalyst class is: 14.